Dataset: Catalyst prediction with 721,799 reactions and 888 catalyst types from USPTO. Task: Predict which catalyst facilitates the given reaction. (1) Reactant: [CH3:1][C:2]1[CH:3]=[C:4]([CH:8]=[C:9]([CH3:39])[C:10]=1[C:11]([NH:13][CH2:14][CH2:15][C@H:16]([N:18]1[CH2:23][CH2:22][CH:21]([N:24]([CH2:31][C:32]2[CH:33]=[N:34][CH:35]=[CH:36][C:37]=2[CH3:38])[C:25]2[CH:30]=[CH:29][CH:28]=[CH:27][CH:26]=2)[CH2:20][CH2:19]1)[CH3:17])=[O:12])[C:5]([OH:7])=O.CCN=C=NCCCN(C)C.C1C=C[C:54]2N(O)N=[N:57][C:55]=2[CH:56]=1.C(N)(C)C.CCN(C(C)C)C(C)C. Product: [CH:55]([NH:57][C:5](=[O:7])[C:4]1[CH:8]=[C:9]([CH3:39])[C:10]([C:11]([NH:13][CH2:14][CH2:15][C@H:16]([N:18]2[CH2:23][CH2:22][CH:21]([N:24]([CH2:31][C:32]3[CH:33]=[N:34][CH:35]=[CH:36][C:37]=3[CH3:38])[C:25]3[CH:30]=[CH:29][CH:28]=[CH:27][CH:26]=3)[CH2:20][CH2:19]2)[CH3:17])=[O:12])=[C:2]([CH3:1])[CH:3]=1)([CH3:56])[CH3:54]. The catalyst class is: 3. (2) Reactant: [CH:1]1([C:4]2[N:8]([C:9]3[CH:14]=[C:13]([S:15](O)(=[O:17])=[O:16])[CH:12]=[CH:11][C:10]=3[Cl:19])[N:7]=[CH:6][C:5]=2[C:20]([O:22][CH2:23][CH3:24])=[O:21])[CH2:3][CH2:2]1.P(Cl)(Cl)(Cl)(Cl)[Cl:26]. Product: [CH:1]1([C:4]2[N:8]([C:9]3[CH:14]=[C:13]([S:15]([Cl:26])(=[O:17])=[O:16])[CH:12]=[CH:11][C:10]=3[Cl:19])[N:7]=[CH:6][C:5]=2[C:20]([O:22][CH2:23][CH3:24])=[O:21])[CH2:3][CH2:2]1. The catalyst class is: 265. (3) Reactant: [Si]([O:8][CH2:9][C:10]#[C:11][C:12]1[CH:13]=[C:14]2[C:19](=[C:20]([C:22]([O:24]CC)=[O:23])[CH:21]=1)[N:18]=[CH:17][N:16]=[C:15]2[NH:27][CH2:28][C:29]1[CH:34]=[CH:33][C:32]([O:35][CH3:36])=[CH:31][C:30]=1[O:37][CH3:38])(C(C)(C)C)(C)C.O[Li].O. Product: [CH3:38][O:37][C:30]1[CH:31]=[C:32]([O:35][CH3:36])[CH:33]=[CH:34][C:29]=1[CH2:28][NH:27][C:15]1[C:14]2[C:19](=[C:20]([C:22]([OH:24])=[O:23])[CH:21]=[C:12]([C:11]#[C:10][CH2:9][OH:8])[CH:13]=2)[N:18]=[CH:17][N:16]=1. The catalyst class is: 20. (4) Reactant: [CH2:1]([S:4](Cl)(=[O:6])=[O:5])[CH2:2][CH3:3].[CH2:8]([S:15][C:16]1[N:21]=[C:20]([NH:22]S(C)(=O)=O)[CH:19]=[C:18]([NH:27][C@H:28]([CH3:31])[CH2:29]O)[N:17]=1)[C:9]1[CH:14]=[CH:13][CH:12]=[CH:11][CH:10]=1.[CH:32](N(CC)C(C)C)(C)C. Product: [CH2:8]([S:15][C:16]1[N:21]=[C:20]([NH:22][S:4]([CH2:1][CH2:2][CH3:3])(=[O:6])=[O:5])[CH:19]=[C:18]([NH:27][C@H:28]([CH3:31])[CH2:29][CH3:32])[N:17]=1)[C:9]1[CH:14]=[CH:13][CH:12]=[CH:11][CH:10]=1. The catalyst class is: 2. (5) Reactant: [CH:1]([C:4]1[N:8]2[CH:9]=[CH:10][N:11]=[CH:12][C:7]2=[CH:6][N:5]=1)([CH3:3])[CH3:2].C1C(=O)N([I:20])C(=O)C1. Product: [I:20][C:6]1[N:5]=[C:4]([CH:1]([CH3:3])[CH3:2])[N:8]2[CH:9]=[CH:10][N:11]=[CH:12][C:7]=12. The catalyst class is: 3. (6) Reactant: Cl.[CH3:2][O:3][N:4]([CH3:13])[C:5]([CH:7]1[CH2:12][CH2:11][NH:10][CH2:9][CH2:8]1)=[O:6].[OH-].[Na+].C(=O)([O-])[O-].[K+].[K+].FC(F)(F)S(O[CH2:28][C:29]([F:32])([F:31])[F:30])(=O)=O.[Cl-].[Na+]. Product: [CH3:2][O:3][N:4]([CH3:13])[C:5]([CH:7]1[CH2:8][CH2:9][N:10]([CH2:28][C:29]([F:32])([F:31])[F:30])[CH2:11][CH2:12]1)=[O:6]. The catalyst class is: 145.